This data is from Reaction yield outcomes from USPTO patents with 853,638 reactions. The task is: Predict the reaction yield, written as a fraction of the theoretical maximum amount of product (1.0 means a 100% yield; for example, 0.34 means a 34% yield). (1) The product is [CH2:7]([NH:8][N:9]1[C:17]2[C:12](=[N:13][CH:14]=[C:15]([C:18]3[CH:19]=[N:20][N:21]([CH:23]4[CH2:24][CH2:25][N:26]([C:29]([O:31][C:32]([CH3:35])([CH3:34])[CH3:33])=[O:30])[CH2:27][CH2:28]4)[CH:22]=3)[CH:16]=2)[CH:11]=[CH:10]1)[C:1]1[CH:6]=[CH:5][CH:4]=[CH:3][CH:2]=1. The yield is 0.900. The catalyst is CO.C([O-])(O)=O.[Na+]. The reactants are [C:1]1(/[CH:7]=[N:8]/[N:9]2[C:17]3[C:12](=[N:13][CH:14]=[C:15]([C:18]4[CH:19]=[N:20][N:21]([CH:23]5[CH2:28][CH2:27][N:26]([C:29]([O:31][C:32]([CH3:35])([CH3:34])[CH3:33])=[O:30])[CH2:25][CH2:24]5)[CH:22]=4)[CH:16]=3)[CH:11]=[CH:10]2)[CH:6]=[CH:5][CH:4]=[CH:3][CH:2]=1.[BH4-].[Na+]. (2) The reactants are [F:1][C:2]1[CH:3]=[C:4]2[C:8](=[CH:9][CH:10]=1)[NH:7][C:6](=[O:11])/[C:5]/2=[CH:12]\[C:13]1[NH:17][C:16]([CH3:18])=[C:15]([C:19]([OH:21])=O)[C:14]=1[CH3:22].Cl.C(N=C=NCCCN(C)C)C.OC1C2N=NNC=2C=CC=1.C(N(CC)CC)C.[NH2:52][C:53]1[CH:58]=[C:57]([F:59])[CH:56]=[CH:55][C:54]=1[NH:60][C:61](=[O:74])[C:62]1[CH:67]=[CH:66][C:65]([NH:68][CH2:69][CH2:70][CH2:71][CH2:72][NH2:73])=[N:64][CH:63]=1. The catalyst is [Cl-].[Na+].O.CN(C=O)C. The product is [NH2:52][C:53]1[CH:58]=[C:57]([F:59])[CH:56]=[CH:55][C:54]=1[NH:60][C:61](=[O:74])[C:62]1[CH:67]=[CH:66][C:65]([NH:68][CH2:69][CH2:70][CH2:71][CH2:72][NH:73][C:19]([C:15]2[C:14]([CH3:22])=[C:13](/[CH:12]=[C:5]3\[C:6](=[O:11])[NH:7][C:8]4[C:4]\3=[CH:3][C:2]([F:1])=[CH:10][CH:9]=4)[NH:17][C:16]=2[CH3:18])=[O:21])=[N:64][CH:63]=1. The yield is 0.810. (3) The reactants are [F:1][C:2]1[CH:28]=[CH:27][C:5]([C:6]([N:8]2[CH2:13][CH2:12][CH2:11][C@@H:10]([CH3:14])[C@H:9]2[CH2:15][N:16]2[C:24](=[O:25])[C:23]3[C:18](=[CH:19][CH:20]=[CH:21][CH:22]=3)[C:17]2=[O:26])=[O:7])=[C:4](I)[CH:3]=1.C([Sn](CCCC)(CCCC)[C:35]1[N:40]=[CH:39][CH:38]=[CH:37][N:36]=1)CCC.[F-].[Cs+]. The catalyst is CN(C=O)C.[Cu]I.C1C=CC([P]([Pd]([P](C2C=CC=CC=2)(C2C=CC=CC=2)C2C=CC=CC=2)([P](C2C=CC=CC=2)(C2C=CC=CC=2)C2C=CC=CC=2)[P](C2C=CC=CC=2)(C2C=CC=CC=2)C2C=CC=CC=2)(C2C=CC=CC=2)C2C=CC=CC=2)=CC=1. The product is [F:1][C:2]1[CH:28]=[CH:27][C:5]([C:6]([N:8]2[CH2:13][CH2:12][CH2:11][C@@H:10]([CH3:14])[C@H:9]2[CH2:15][N:16]2[C:24](=[O:25])[C:23]3[C:18](=[CH:19][CH:20]=[CH:21][CH:22]=3)[C:17]2=[O:26])=[O:7])=[C:4]([C:35]2[N:40]=[CH:39][CH:38]=[CH:37][N:36]=2)[CH:3]=1. The yield is 0.810.